From a dataset of Full USPTO retrosynthesis dataset with 1.9M reactions from patents (1976-2016). Predict the reactants needed to synthesize the given product. (1) Given the product [CH2:1]([O:3][C:4]([CH:6]1[CH2:10][CH2:9][N:8]([C:11]([O:13][C:14]([CH3:17])([CH3:16])[CH3:15])=[O:12])[CH2:7]1)=[O:5])[CH3:2], predict the reactants needed to synthesize it. The reactants are: [CH2:1]([O:3][C:4]([CH:6]1[CH2:10][CH2:9][NH:8][CH2:7]1)=[O:5])[CH3:2].[C:11](O[C:11]([O:13][C:14]([CH3:17])([CH3:16])[CH3:15])=[O:12])([O:13][C:14]([CH3:17])([CH3:16])[CH3:15])=[O:12]. (2) Given the product [NH2:3][CH2:12][C:13]1[N:17]([CH3:18])[C:16]([C:19]([O:21][CH3:22])=[O:20])=[CH:15][CH:14]=1, predict the reactants needed to synthesize it. The reactants are: O=C1C2C(=CC=CC=2)C(=O)[N:3]1[CH2:12][C:13]1[N:17]([CH3:18])[C:16]([C:19]([O:21][CH3:22])=[O:20])=[CH:15][CH:14]=1.O.NN. (3) The reactants are: [Br:1][C:2]1[CH:3]=[C:4]([CH3:9])[C:5](N)=[N:6][CH:7]=1.[Br:10]Br.N([O-])=O.[Na+].[OH-].[K+]. Given the product [Br:10][C:5]1[C:4]([CH3:9])=[CH:3][C:2]([Br:1])=[CH:7][N:6]=1, predict the reactants needed to synthesize it. (4) Given the product [CH3:15][CH:13]([CH3:14])[C@H:12]([NH:11][C:9](=[O:10])[O:8][CH2:1][C:2]1[CH:3]=[CH:4][CH:5]=[CH:6][CH:7]=1)[C:16]([N:19]1[CH2:24][CH2:23][O:22][CH2:21][CH2:20]1)=[O:18], predict the reactants needed to synthesize it. The reactants are: [CH2:1]([O:8][C:9]([NH:11][C@H:12]([C:16]([OH:18])=O)[CH:13]([CH3:15])[CH3:14])=[O:10])[C:2]1[CH:7]=[CH:6][CH:5]=[CH:4][CH:3]=1.[NH:19]1[CH2:24][CH2:23][O:22][CH2:21][CH2:20]1.C(N(C(C)C)C(C)C)C.F[P-](F)(F)(F)(F)F.N1(OC(N(C)C)=[N+](C)C)C2N=CC=CC=2N=N1. (5) Given the product [NH2:1][C:4]1[CH:5]=[CH:6][C:7]([O:10][C:11]2[CH:12]=[C:13]3[C:18](=[CH:19][CH:20]=2)[CH:17]=[C:16]([C:21]([O:23][CH2:24][CH3:25])=[O:22])[CH:15]=[CH:14]3)=[N:8][CH:9]=1, predict the reactants needed to synthesize it. The reactants are: [N+:1]([C:4]1[CH:5]=[CH:6][C:7]([O:10][C:11]2[CH:12]=[C:13]3[C:18](=[CH:19][CH:20]=2)[CH:17]=[C:16]([C:21]([O:23][CH2:24][CH3:25])=[O:22])[CH:15]=[CH:14]3)=[N:8][CH:9]=1)([O-])=O.